Predict the reactants needed to synthesize the given product. From a dataset of Retrosynthesis with 50K atom-mapped reactions and 10 reaction types from USPTO. Given the product COc1cc2nccc(Oc3ccc(NC(=O)c4ccc(O)cc4)cc3)c2cc1OC, predict the reactants needed to synthesize it. The reactants are: COc1cc2nccc(Oc3ccc(NC(=O)c4ccc(OC(C)=O)cc4)cc3)c2cc1OC.